This data is from Catalyst prediction with 721,799 reactions and 888 catalyst types from USPTO. The task is: Predict which catalyst facilitates the given reaction. (1) Reactant: [F:1][C:2]1([F:22])[CH2:7][CH2:6][CH:5]([CH2:8][NH:9][C:10]([C:12]2[C:20]3[C:15](=[CH:16][CH:17]=[CH:18][C:19]=3[Cl:21])[NH:14][CH:13]=2)=[O:11])[CH2:4][CH2:3]1.C(OC([N:30]1[CH2:35][CH2:34][CH2:33][CH:32]([CH2:36]O)[CH2:31]1)=O)(C)(C)C.C(P(=CC#N)(CCCC)CCCC)CCC. Product: [Cl:21][C:19]1[CH:18]=[CH:17][CH:16]=[C:15]2[C:20]=1[C:12]([C:10]([NH:9][CH2:8][CH:5]1[CH2:6][CH2:7][C:2]([F:1])([F:22])[CH2:3][CH2:4]1)=[O:11])=[CH:13][N:14]2[CH2:36][CH:32]1[CH2:33][CH2:34][CH2:35][NH:30][CH2:31]1. The catalyst class is: 11. (2) Reactant: [F:1][C:2]1[C:3]([CH3:24])=[C:4]([NH:8][C:9]2[O:10][C:11]3[C:17]([F:18])=[C:16]([CH2:19][C:20]([O:22]C)=[O:21])[CH:15]=[CH:14][C:12]=3[N:13]=2)[CH:5]=[CH:6][CH:7]=1.[OH-].[Na+]. Product: [F:1][C:2]1[C:3]([CH3:24])=[C:4]([NH:8][C:9]2[O:10][C:11]3[C:17]([F:18])=[C:16]([CH2:19][C:20]([OH:22])=[O:21])[CH:15]=[CH:14][C:12]=3[N:13]=2)[CH:5]=[CH:6][CH:7]=1. The catalyst class is: 36. (3) Reactant: [C:1]1([CH3:11])[CH:6]=[CH:5][C:4]([S:7](Cl)(=[O:9])=[O:8])=[CH:3][CH:2]=1.C(N(CC)CC)C.[CH3:19][N:20]1[C:24]([CH2:25][CH2:26][OH:27])=[CH:23][CH:22]=[N:21]1. Product: [CH3:19][N:20]1[C:24]([CH2:25][CH2:26][O:27][S:7]([C:4]2[CH:5]=[CH:6][C:1]([CH3:11])=[CH:2][CH:3]=2)(=[O:9])=[O:8])=[CH:23][CH:22]=[N:21]1. The catalyst class is: 166. (4) Reactant: [O:1]1[CH:5]=[CH:4][CH:3]=[C:2]1[C:6]1[N:11]=[C:10]([NH2:12])[C:9]([N+:13]([O-])=O)=[CH:8][C:7]=1[C:16]1[CH:21]=[CH:20][N:19]=[C:18]([S:22][CH3:23])[N:17]=1.Cl. Product: [O:1]1[CH:5]=[CH:4][CH:3]=[C:2]1[C:6]1[N:11]=[C:10]([NH2:12])[C:9]([NH2:13])=[CH:8][C:7]=1[C:16]1[CH:21]=[CH:20][N:19]=[C:18]([S:22][CH3:23])[N:17]=1. The catalyst class is: 186. (5) Reactant: [C:1]([O:5][C:6](=[O:39])[NH:7][C@@H:8]1[CH2:13][CH2:12][CH2:11][N:10]([C:14]2[C:19](Br)=[CH:18][N:17]=[C:16]3[NH:21][CH:22]=[C:23]([NH:24][C:25]([C:27]4[CH:28]=[N:29][N:30]([CH2:32][C:33]5[CH:38]=[CH:37][CH:36]=[CH:35][CH:34]=5)[CH:31]=4)=[O:26])[C:15]=23)[CH2:9]1)([CH3:4])([CH3:3])[CH3:2].[CH3:40]B(O)O.C([O-])([O-])=O.[K+].[K+].C1COCC1. Product: [C:1]([O:5][C:6](=[O:39])[NH:7][C@@H:8]1[CH2:13][CH2:12][CH2:11][N:10]([C:14]2[C:19]([CH3:40])=[CH:18][N:17]=[C:16]3[NH:21][CH:22]=[C:23]([NH:24][C:25]([C:27]4[CH:28]=[N:29][N:30]([CH2:32][C:33]5[CH:38]=[CH:37][CH:36]=[CH:35][CH:34]=5)[CH:31]=4)=[O:26])[C:15]=23)[CH2:9]1)([CH3:4])([CH3:3])[CH3:2]. The catalyst class is: 263. (6) Reactant: [F:1][C:2]1[CH:7]=[CH:6][C:5]([N:8]2[C:12]([C:13]3[CH:23]=[CH:22][C:16]4[O:17][CH2:18][C:19](=[O:21])[NH:20][C:15]=4[CH:14]=3)=[CH:11][C:10]([CH:24]=[O:25])=[N:9]2)=[CH:4][CH:3]=1.[CH3:26][Mg]Br. Product: [F:1][C:2]1[CH:7]=[CH:6][C:5]([N:8]2[C:12]([C:13]3[CH:23]=[CH:22][C:16]4[O:17][CH2:18][C:19](=[O:21])[NH:20][C:15]=4[CH:14]=3)=[CH:11][C:10]([CH:24]([OH:25])[CH3:26])=[N:9]2)=[CH:4][CH:3]=1. The catalyst class is: 1. (7) Reactant: [H-].[Na+].[CH3:3][S:4]([C:7]1[N:12]=[C:11]2[NH:13][C:14](=[O:27])[N:15]([C:17]3[CH:22]=[C:21]([N+:23]([O-:25])=[O:24])[CH:20]=[CH:19][C:18]=3[CH3:26])[CH2:16][C:10]2=[CH:9][N:8]=1)(=[O:6])=[O:5].I[CH3:29]. Product: [CH3:3][S:4]([C:7]1[N:12]=[C:11]2[N:13]([CH3:29])[C:14](=[O:27])[N:15]([C:17]3[CH:22]=[C:21]([N+:23]([O-:25])=[O:24])[CH:20]=[CH:19][C:18]=3[CH3:26])[CH2:16][C:10]2=[CH:9][N:8]=1)(=[O:5])=[O:6]. The catalyst class is: 39. (8) Product: [CH3:23][O:24][C:25](=[O:36])[C:26]1[CH:31]=[CH:30][CH:29]=[CH:28][C:27]=1[S:32]([N:13]1[CH2:14][CH2:15][N:10]([C:7]2[CH:6]=[CH:5][C:4]([Cl:3])=[CH:9][CH:8]=2)[CH2:11][CH2:12]1)(=[O:33])=[O:34]. Reactant: Cl.Cl.[Cl:3][C:4]1[CH:9]=[CH:8][C:7]([N:10]2[CH2:15][CH2:14][NH:13][CH2:12][CH2:11]2)=[CH:6][CH:5]=1.C(N(CC)CC)C.[CH3:23][O:24][C:25](=[O:36])[C:26]1[CH:31]=[CH:30][CH:29]=[CH:28][C:27]=1[S:32](Cl)(=[O:34])=[O:33]. The catalyst class is: 4. (9) Reactant: [S:1]1[C:5]2[CH2:6][N:7]([C:11]([O:13][CH2:14][CH3:15])=[O:12])[CH2:8][CH2:9][CH2:10][C:4]=2[CH:3]=[CH:2]1.C1C(=O)N([Br:23])C(=O)C1. Product: [Br:23][C:2]1[S:1][C:5]2[CH2:6][N:7]([C:11]([O:13][CH2:14][CH3:15])=[O:12])[CH2:8][CH2:9][CH2:10][C:4]=2[CH:3]=1. The catalyst class is: 10.